This data is from Peptide-MHC class I binding affinity with 185,985 pairs from IEDB/IMGT. The task is: Regression. Given a peptide amino acid sequence and an MHC pseudo amino acid sequence, predict their binding affinity value. This is MHC class I binding data. (1) The peptide sequence is YVSSSYKDI. The MHC is HLA-A68:02 with pseudo-sequence HLA-A68:02. The binding affinity (normalized) is 0.272. (2) The peptide sequence is WSPHQVNRAIK. The MHC is Mamu-A01 with pseudo-sequence Mamu-A01. The binding affinity (normalized) is 0.395. (3) The MHC is HLA-A68:02 with pseudo-sequence HLA-A68:02. The binding affinity (normalized) is 0.332. The peptide sequence is EAIFLIVSL. (4) The peptide sequence is RPKPDYSAM. The MHC is HLA-A26:01 with pseudo-sequence HLA-A26:01. The binding affinity (normalized) is 0.0847. (5) The peptide sequence is MQYLNPPPY. The MHC is HLA-B15:42 with pseudo-sequence HLA-B15:42. The binding affinity (normalized) is 0.213. (6) The peptide sequence is EIYFSSIHR. The MHC is HLA-B08:01 with pseudo-sequence HLA-B08:01. The binding affinity (normalized) is 0.0847. (7) The peptide sequence is WAKLLKQKW. The MHC is HLA-B27:03 with pseudo-sequence HLA-B27:03. The binding affinity (normalized) is 0.0847. (8) The peptide sequence is NTFVNFNSV. The MHC is HLA-A31:01 with pseudo-sequence HLA-A31:01. The binding affinity (normalized) is 0.00890.